From a dataset of Reaction yield outcomes from USPTO patents with 853,638 reactions. Predict the reaction yield, written as a fraction of the theoretical maximum amount of product (1.0 means a 100% yield; for example, 0.34 means a 34% yield). The reactants are [Cl:1][C:2]1[CH:10]=[CH:9][C:5]([C:6]([NH2:8])=[S:7])=[CH:4][CH:3]=1.[Cl:11][CH2:12][C:13]([CH2:15]Cl)=O. The catalyst is CCO.C1COCC1. The product is [Cl:11][CH2:12][C:13]1[N:8]=[C:6]([C:5]2[CH:9]=[CH:10][C:2]([Cl:1])=[CH:3][CH:4]=2)[S:7][CH:15]=1. The yield is 0.770.